From a dataset of Full USPTO retrosynthesis dataset with 1.9M reactions from patents (1976-2016). Predict the reactants needed to synthesize the given product. (1) Given the product [Br:13][C:14]1[NH:15][C:16]2[C:21]([C:22]=1[CH:23]1[CH2:28][CH2:27][CH2:26][CH2:25][CH2:24]1)=[CH:20][CH:19]=[C:18]([C:29]([NH:37][S:34]([N:33]([CH3:38])[CH3:32])(=[O:36])=[O:35])=[O:31])[CH:17]=2, predict the reactants needed to synthesize it. The reactants are: C(C1NC=CN=1)(C1NC=CN=1)=O.[Br:13][C:14]1[NH:15][C:16]2[C:21]([C:22]=1[CH:23]1[CH2:28][CH2:27][CH2:26][CH2:25][CH2:24]1)=[CH:20][CH:19]=[C:18]([C:29]([OH:31])=O)[CH:17]=2.[CH3:32][N:33]([CH3:38])[S:34]([NH2:37])(=[O:36])=[O:35].C1CCN2C(=NCCC2)CC1. (2) The reactants are: Cl[C:2]1[CH:7]=[C:6]([N:8]2[CH2:13][CH2:12][O:11][CH2:10][CH2:9]2)[N:5]2[N:14]=[C:15]([C:17]3[CH:18]=[N:19][CH:20]=[N:21][CH:22]=3)[CH:16]=[C:4]2[N:3]=1.O.[NH2:24][NH2:25]. Given the product [N:8]1([C:6]2[N:5]3[N:14]=[C:15]([C:17]4[CH:18]=[N:19][CH:20]=[N:21][CH:22]=4)[CH:16]=[C:4]3[N:3]=[C:2]([NH:24][NH2:25])[CH:7]=2)[CH2:13][CH2:12][O:11][CH2:10][CH2:9]1, predict the reactants needed to synthesize it. (3) Given the product [Cl:1][C:2]1[CH:3]=[CH:4][C:5]([C:8]2[O:9][C:10]([CH:25]=[O:26])=[C:11]([CH2:13][O:14][CH2:15][O:16][CH3:17])[N:12]=2)=[CH:6][CH:7]=1, predict the reactants needed to synthesize it. The reactants are: [Cl:1][C:2]1[CH:7]=[CH:6][C:5]([C:8]2[O:9][CH:10]=[C:11]([CH2:13][O:14][CH2:15][O:16][CH3:17])[N:12]=2)=[CH:4][CH:3]=1.C([Li])CCC.CN(C)[CH:25]=[O:26].O. (4) Given the product [C:50]([C:47]1[S:46][C:45]([NH:44][C:36]([NH:20][C:19]2[CH:21]=[CH:22][C:16]([O:15][C:6]3[C:5]4[C:10](=[CH:11][C:12]([O:13][CH3:14])=[C:3]([O:2][CH3:1])[CH:4]=4)[N:9]=[CH:8][CH:7]=3)=[C:17]([CH3:24])[C:18]=2[CH3:23])=[O:42])=[N:49][N:48]=1)([CH3:53])([CH3:52])[CH3:51], predict the reactants needed to synthesize it. The reactants are: [CH3:1][O:2][C:3]1[CH:4]=[C:5]2[C:10](=[CH:11][C:12]=1[O:13][CH3:14])[N:9]=[CH:8][CH:7]=[C:6]2[O:15][C:16]1[CH:22]=[CH:21][C:19]([NH2:20])=[C:18]([CH3:23])[C:17]=1[CH3:24].C(N(CC)CC)C.ClC(Cl)(O[C:36](=[O:42])OC(Cl)(Cl)Cl)Cl.[NH2:44][C:45]1[S:46][C:47]([C:50]([CH3:53])([CH3:52])[CH3:51])=[N:48][N:49]=1.